This data is from Forward reaction prediction with 1.9M reactions from USPTO patents (1976-2016). The task is: Predict the product of the given reaction. (1) Given the reactants [Br:1][C:2]1[CH:42]=[CH:41][C:5]([CH2:6][C:7]2[S:8][C:9]([CH3:40])=[C:10]([CH3:39])[C:11]=2[C:12]([C:14]2[CH:33]=[CH:32][C:17]([O:18][S:19]([C:22]3[CH:30]=[CH:29][C:25]([C:26]([OH:28])=[O:27])=[C:24]([OH:31])[CH:23]=3)(=[O:21])=[O:20])=[C:16]([CH:34]3[CH2:38][CH2:37][CH2:36][CH2:35]3)[CH:15]=2)=[O:13])=[CH:4][CH:3]=1.[I-].[Mg+2].[I-].[C:46](OC(=O)C)(=[O:48])[CH3:47], predict the reaction product. The product is: [C:46]([O:31][C:24]1[CH:23]=[C:22]([S:19]([O:18][C:17]2[CH:32]=[CH:33][C:14]([C:12]([C:11]3[C:10]([CH3:39])=[C:9]([CH3:40])[S:8][C:7]=3[CH2:6][C:5]3[CH:4]=[CH:3][C:2]([Br:1])=[CH:42][CH:41]=3)=[O:13])=[CH:15][C:16]=2[CH:34]2[CH2:35][CH2:36][CH2:37][CH2:38]2)(=[O:21])=[O:20])[CH:30]=[CH:29][C:25]=1[C:26]([OH:28])=[O:27])(=[O:48])[CH3:47]. (2) Given the reactants Br[C:2]1[CH:7]=[C:6]([CH3:8])[CH:5]=[C:4]([N+:9]([O-:11])=[O:10])[C:3]=1[O:12][CH3:13].[CH3:14][C:15]1([CH3:31])[C:19]([CH3:21])([CH3:20])[O:18][B:17]([B:17]2[O:18][C:19]([CH3:21])([CH3:20])[C:15]([CH3:31])([CH3:14])[O:16]2)[O:16]1.C([O-])(=O)C.[K+], predict the reaction product. The product is: [CH3:13][O:12][C:3]1[C:4]([N+:9]([O-:11])=[O:10])=[CH:5][C:6]([CH3:8])=[CH:7][C:2]=1[B:17]1[O:18][C:19]([CH3:21])([CH3:20])[C:15]([CH3:31])([CH3:14])[O:16]1. (3) Given the reactants C(OC([N:8]1[CH2:18][CH2:17][C:11]2([CH2:15][NH:14][C:13](=[O:16])[CH2:12]2)[CH2:10][CH2:9]1)=O)(C)(C)C.FC(F)(F)S(O[C:25]1[CH2:26][O:27][C:28](=[O:31])[C:29]=1C)(=O)=O.CC1C(=O)OCC=1N1CCCC2(CCNCC2)C1=O, predict the reaction product. The product is: [O:31]=[C:28]1[O:27][CH2:26][C:25]([N:14]2[C:13](=[O:16])[CH2:12][C:11]3([CH2:10][CH2:9][NH:8][CH2:18][CH2:17]3)[CH2:15]2)=[CH:29]1. (4) Given the reactants Br[C:2]1[CH:3]=[C:4]([NH:10][C@@H:11]2[CH2:16][CH2:15][CH2:14][CH2:13][C@@H:12]2[NH:17][C:18](=[O:24])[O:19][C:20]([CH3:23])([CH3:22])[CH3:21])[CH:5]=[CH:6][C:7]=1[C:8]#[N:9].[F:25][C:26]1[CH:32]=[CH:31][C:29]([NH2:30])=[CH:28][CH:27]=1.C1C=CC(P(C2C(C3C(P(C4C=CC=CC=4)C4C=CC=CC=4)=CC=C4C=3C=CC=C4)=C3C(C=CC=C3)=CC=2)C2C=CC=CC=2)=CC=1.C([O-])([O-])=O.[K+].[K+], predict the reaction product. The product is: [C:8]([C:7]1[CH:6]=[CH:5][C:4]([NH:10][C@@H:11]2[CH2:16][CH2:15][CH2:14][CH2:13][C@@H:12]2[NH:17][C:18](=[O:24])[O:19][C:20]([CH3:23])([CH3:22])[CH3:21])=[CH:3][C:2]=1[NH:30][C:29]1[CH:31]=[CH:32][C:26]([F:25])=[CH:27][CH:28]=1)#[N:9]. (5) Given the reactants [Cl:1][C:2]1[CH:7]=[CH:6][C:5]([CH2:8][C:9]([OH:11])=[O:10])=[CH:4][C:3]=1[O:12]C.Br, predict the reaction product. The product is: [Cl:1][C:2]1[CH:7]=[CH:6][C:5]([CH2:8][C:9]([OH:11])=[O:10])=[CH:4][C:3]=1[OH:12].